From a dataset of Full USPTO retrosynthesis dataset with 1.9M reactions from patents (1976-2016). Predict the reactants needed to synthesize the given product. Given the product [C:21]([O:20][C:18]([N:15]1[CH2:16][CH2:17][N:12]([C:3]2[CH:4]=[CH:5][C:6]([C:8]([OH:10])=[O:9])=[CH:7][C:2]=2[F:1])[CH2:13][CH2:14]1)=[O:19])([CH3:24])([CH3:22])[CH3:23], predict the reactants needed to synthesize it. The reactants are: [F:1][C:2]1[CH:7]=[C:6]([C:8]([O:10]C)=[O:9])[CH:5]=[CH:4][C:3]=1[N:12]1[CH2:17][CH2:16][N:15]([C:18]([O:20][C:21]([CH3:24])([CH3:23])[CH3:22])=[O:19])[CH2:14][CH2:13]1.[Li+].[OH-].